This data is from Full USPTO retrosynthesis dataset with 1.9M reactions from patents (1976-2016). The task is: Predict the reactants needed to synthesize the given product. (1) Given the product [C:7]([CH:2]1[NH:1][CH2:6][CH2:5][N:4]([C:21]([O:20][C:17]([CH3:19])([CH3:18])[CH3:16])=[O:22])[CH2:3]1)#[N:8], predict the reactants needed to synthesize it. The reactants are: [NH:1]1[CH2:6][CH2:5][NH:4][CH2:3][CH:2]1[C:7]#[N:8].C(N(CC)CC)C.[CH3:16][C:17]([O:20][C:21](O[C:21]([O:20][C:17]([CH3:19])([CH3:18])[CH3:16])=[O:22])=[O:22])([CH3:19])[CH3:18]. (2) Given the product [Cl:1][C:2]1[CH:3]=[CH:4][C:5]([C:6]([NH:8][CH:9]([CH2:13][C:14]2[C:23]3[C:18](=[CH:19][CH:20]=[CH:21][CH:22]=3)[NH:17][C:16](=[O:24])[CH:15]=2)[C:10]([S:11][CH2:28][CH:29]2[CH2:34][CH2:33][CH2:32][CH2:31][O:30]2)=[O:12])=[O:7])=[CH:25][CH:26]=1, predict the reactants needed to synthesize it. The reactants are: [Cl:1][C:2]1[CH:26]=[CH:25][C:5]([C:6]([NH:8][CH:9]([CH2:13][C:14]2[C:23]3[C:18](=[CH:19][CH:20]=[CH:21][CH:22]=3)[NH:17][C:16](=[O:24])[CH:15]=2)[C:10]([OH:12])=[S:11])=[O:7])=[CH:4][CH:3]=1.Cl[CH2:28][CH:29]1[CH2:34][CH2:33][CH2:32][CH2:31][O:30]1. (3) Given the product [Si:53]([O:38][CH:7]([CH:1]1[CH2:6][CH2:5][CH2:4][CH2:3][CH2:2]1)[CH2:8][N:9]1[C:14](=[O:15])[C:13]([CH2:16][C:17]2[CH:22]=[CH:21][C:20]([C:23]3[C:24]([C:29]#[N:30])=[CH:25][CH:26]=[CH:27][CH:28]=3)=[CH:19][CH:18]=2)=[C:12]([CH2:31][CH2:32][CH3:33])[N:11]2[N:34]=[C:35]([CH3:37])[N:36]=[C:10]12)([C:56]([CH3:59])([CH3:58])[CH3:57])([CH3:55])[CH3:54], predict the reactants needed to synthesize it. The reactants are: [CH:1]1([CH:7]([OH:38])[CH2:8][N:9]2[C:14](=[O:15])[C:13]([CH2:16][C:17]3[CH:22]=[CH:21][C:20]([C:23]4[C:24]([C:29]#[N:30])=[CH:25][CH:26]=[CH:27][CH:28]=4)=[CH:19][CH:18]=3)=[C:12]([CH2:31][CH2:32][CH3:33])[N:11]3[N:34]=[C:35]([CH3:37])[N:36]=[C:10]23)[CH2:6][CH2:5][CH2:4][CH2:3][CH2:2]1.N1C(C)=CC=CC=1C.FC(F)(F)S(O[Si:53]([C:56]([CH3:59])([CH3:58])[CH3:57])([CH3:55])[CH3:54])(=O)=O. (4) Given the product [CH2:26]([O:25][CH:7]([OH:1])[C:6]([C:9]1[CH:10]=[C:11]([NH:15][S:16]([C:19]2[CH:24]=[CH:23][CH:22]=[CH:21][CH:20]=2)(=[O:18])=[O:17])[CH:12]=[CH:13][CH:14]=1)=[O:8])[CH3:27], predict the reactants needed to synthesize it. The reactants are: [OH2:1].C.[Se](=O)=O.[C:6]([C:9]1[CH:10]=[C:11]([NH:15][S:16]([C:19]2[CH:24]=[CH:23][CH:22]=[CH:21][CH:20]=2)(=[O:18])=[O:17])[CH:12]=[CH:13][CH:14]=1)(=[O:8])[CH3:7].[O:25]1CCO[CH2:27][CH2:26]1. (5) Given the product [C:4]([O:3][C:1]([N:8]1[CH2:13][CH2:12][CH:11]([NH:18][CH3:17])[CH2:10][CH2:9]1)=[O:2])([CH3:7])([CH3:6])[CH3:5], predict the reactants needed to synthesize it. The reactants are: [C:1]([N:8]1[CH2:13][CH2:12][C:11](=O)[CH2:10][CH2:9]1)([O:3][C:4]([CH3:7])([CH3:6])[CH3:5])=[O:2].CN.[C:17]([BH3-])#[N:18].[Na+]. (6) Given the product [CH:1]([C:4]1[CH:9]=[CH:8][C:7]([C:10]2[C:13]3[C:18]([CH3:19])=[C:17]([OH:20])[C:16]([CH3:21])=[C:15]([CH3:22])[C:14]=3[O:23][C:11]=2[CH3:12])=[CH:6][CH:5]=1)([CH3:3])[CH3:2], predict the reactants needed to synthesize it. The reactants are: [CH:1]([C:4]1[CH:9]=[CH:8][C:7]([CH:10]([C:13]2[C:14](=[O:23])[C:15]([CH3:22])=[C:16]([CH3:21])[C:17](=[O:20])[C:18]=2[CH3:19])[CH2:11][CH3:12])=[CH:6][CH:5]=1)([CH3:3])[CH3:2]. (7) Given the product [CH2:1]([O:8][C:9]1[CH:10]=[CH:11][CH:12]=[C:13]2[C:17]=1[N:16]([CH2:33][CH2:32][C:29]1[CH:28]=[CH:27][C:26]([O:25][CH2:24][CH2:23][CH:22]([O:39][CH3:40])[O:21][CH3:20])=[CH:31][CH:30]=1)[CH:15]=[CH:14]2)[C:2]1[CH:7]=[CH:6][CH:5]=[CH:4][CH:3]=1, predict the reactants needed to synthesize it. The reactants are: [CH2:1]([O:8][C:9]1[CH:10]=[CH:11][CH:12]=[C:13]2[C:17]=1[NH:16][CH:15]=[CH:14]2)[C:2]1[CH:7]=[CH:6][CH:5]=[CH:4][CH:3]=1.[H-].[Na+].[CH3:20][O:21][CH:22]([O:39][CH3:40])[CH2:23][CH2:24][O:25][C:26]1[CH:31]=[CH:30][C:29]([CH2:32][CH2:33]OS(C)(=O)=O)=[CH:28][CH:27]=1.[I-].[Na+]. (8) Given the product [Cl:17][C:11]1[CH:10]=[C:9]([NH:8][C:6]2[N:5]=[C:4]([NH:18][CH:19]3[CH2:25][CH2:24][CH2:23][CH2:22][CH2:21][CH2:20]3)[N:3]=[C:2]([C:29]3[C:30]([O:36][CH3:37])=[CH:31][C:32]([O:34][CH3:35])=[CH:33][C:28]=3[O:27][CH3:26])[N:7]=2)[CH:14]=[CH:13][C:12]=1[O:15][CH3:16], predict the reactants needed to synthesize it. The reactants are: Cl[C:2]1[N:7]=[C:6]([NH:8][C:9]2[CH:14]=[CH:13][C:12]([O:15][CH3:16])=[C:11]([Cl:17])[CH:10]=2)[N:5]=[C:4]([NH:18][CH:19]2[CH2:25][CH2:24][CH2:23][CH2:22][CH2:21][CH2:20]2)[N:3]=1.[CH3:26][O:27][C:28]1[CH:33]=[C:32]([O:34][CH3:35])[CH:31]=[C:30]([O:36][CH3:37])[CH:29]=1.[Al+3].[Cl-].[Cl-].[Cl-]. (9) Given the product [Br:1][C:2]1[CH:7]=[CH:6][C:5]([C:8]2[NH:30][C:11]([C@@H:13]3[CH2:17][CH2:16][CH2:15][N:14]3[C:18]([O:20][C:21]([CH3:24])([CH3:23])[CH3:22])=[O:19])=[N:10][CH:9]=2)=[CH:4][CH:3]=1, predict the reactants needed to synthesize it. The reactants are: [Br:1][C:2]1[CH:7]=[CH:6][C:5]([C:8](=O)[CH2:9][NH:10][C:11]([C@@H:13]2[CH2:17][CH2:16][CH2:15][N:14]2[C:18]([O:20][C:21]([CH3:24])([CH3:23])[CH3:22])=[O:19])=O)=[CH:4][CH:3]=1.C([O-])(=O)C.[NH4+:30].C(O)(=O)C.O.